Dataset: Reaction yield outcomes from USPTO patents with 853,638 reactions. Task: Predict the reaction yield, written as a fraction of the theoretical maximum amount of product (1.0 means a 100% yield; for example, 0.34 means a 34% yield). (1) The reactants are [Cl:1][C:2]1[N:7]=[C:6]([C:8]([O:10][CH3:11])=[O:9])[CH:5]=[C:4]([NH:12][NH2:13])[N:3]=1.[CH3:14][C:15]1C=CC(S(O)(=O)=O)=[CH:17][CH:16]=1.CO/C=C/C(=O)C. The catalyst is C(O)C. The product is [Cl:1][C:2]1[N:7]=[C:6]([C:8]([O:10][CH3:11])=[O:9])[CH:5]=[C:4]([N:12]2[C:16]([CH3:17])=[CH:15][CH:14]=[N:13]2)[N:3]=1. The yield is 0.860. (2) The reactants are [CH3:1][CH:2]([CH3:37])[CH2:3][C@@H:4]([NH:21][C:22]1[CH:36]=[CH:35][C:25]([C:26]([NH:28][CH2:29][CH2:30][C:31]([O:33]C)=[O:32])=[O:27])=[CH:24][N:23]=1)[C:5]1[CH:10]=[CH:9][C:8]([C:11]2[CH:16]=[CH:15][C:14]([C:17]([F:20])([F:19])[F:18])=[CH:13][CH:12]=2)=[CH:7][CH:6]=1.O1CCCC1.[OH-].[Na+]. The catalyst is CO. The product is [CH3:1][CH:2]([CH3:37])[CH2:3][C@@H:4]([NH:21][C:22]1[CH:36]=[CH:35][C:25]([C:26]([NH:28][CH2:29][CH2:30][C:31]([OH:33])=[O:32])=[O:27])=[CH:24][N:23]=1)[C:5]1[CH:6]=[CH:7][C:8]([C:11]2[CH:12]=[CH:13][C:14]([C:17]([F:19])([F:20])[F:18])=[CH:15][CH:16]=2)=[CH:9][CH:10]=1. The yield is 0.764. (3) No catalyst specified. The product is [NH:1]1[C:5]2[CH:6]=[CH:7][C:8]([C:10]([N:31]3[C@@H:32]4[C@@H:27]([C:26]5[C:21]([O:20][C:17]6[N:18]=[N:19][C:14]([CH3:13])=[CH:15][CH:16]=6)=[CH:22][CH:23]=[CH:24][C:25]=5[CH2:34][CH2:33]4)[CH2:28][CH2:29][CH2:30]3)=[O:12])=[CH:9][C:4]=2[N:3]=[CH:2]1. The yield is 0.170. The reactants are [NH:1]1[C:5]2[CH:6]=[CH:7][C:8]([C:10]([OH:12])=O)=[CH:9][C:4]=2[N:3]=[CH:2]1.[CH3:13][C:14]1[N:19]=[N:18][C:17]([O:20][C:21]2[C:26]3[C@@H:27]4[C@H:32]([CH2:33][CH2:34][C:25]=3[CH:24]=[CH:23][CH:22]=2)[NH:31][CH2:30][CH2:29][CH2:28]4)=[CH:16][CH:15]=1. (4) The reactants are CC1(C)COB([C:8]2[CH:9]=[C:10]([C:14]3[CH:18]=[CH:17][N:16]([CH3:19])[N:15]=3)[CH:11]=[CH:12][CH:13]=2)OC1.Br[C:22]1[N:26]2[N:27]=[CH:28][C:29]([C:31]([F:34])([F:33])[F:32])=[N:30][C:25]2=[N:24][CH:23]=1.C(=O)([O-])[O-].[Na+].[Na+]. The catalyst is C1COCC1.C1C=CC([P]([Pd]([P](C2C=CC=CC=2)(C2C=CC=CC=2)C2C=CC=CC=2)([P](C2C=CC=CC=2)(C2C=CC=CC=2)C2C=CC=CC=2)[P](C2C=CC=CC=2)(C2C=CC=CC=2)C2C=CC=CC=2)(C2C=CC=CC=2)C2C=CC=CC=2)=CC=1. The product is [CH3:19][N:16]1[CH:17]=[CH:18][C:14]([C:10]2[CH:9]=[C:8]([C:22]3[N:26]4[N:27]=[CH:28][C:29]([C:31]([F:32])([F:33])[F:34])=[N:30][C:25]4=[N:24][CH:23]=3)[CH:13]=[CH:12][CH:11]=2)=[N:15]1. The yield is 0.360. (5) The reactants are [C:1]([O:4][C@H:5]1[CH2:29][CH2:28][C@@:27]2([CH3:30])[C:7]3([O:32][C@H:8]3[CH2:9][C@@H:10]3[C@@H:26]2[CH2:25][CH2:24][C@@:23]2([CH3:31])[C@H:11]3[CH2:12][CH2:13][C@@H:14]2[C@H:15]([CH3:22])[CH2:16][CH2:17][CH2:18][CH:19]([CH3:21])[CH3:20])[CH2:6]1)(=[O:3])[CH3:2].[NH2:33][CH2:34][CH2:35][C:36]1[N:40]=[CH:39][NH:38][CH:37]=1.C(O)CCC. The catalyst is COC(C)(C)C. The product is [C:1]([O:4][C@H:5]1[CH2:29][CH2:28][C@@:27]2([CH3:30])[C@@:7]([OH:32])([C@H:8]([NH:33][CH2:34][CH2:35][C:36]3[N:40]=[CH:39][NH:38][CH:37]=3)[CH2:9][C@@H:10]3[C@@H:26]2[CH2:25][CH2:24][C@@:23]2([CH3:31])[C@H:11]3[CH2:12][CH2:13][C@@H:14]2[C@H:15]([CH3:22])[CH2:16][CH2:17][CH2:18][CH:19]([CH3:20])[CH3:21])[CH2:6]1)(=[O:3])[CH3:2]. The yield is 0.580. (6) The reactants are Cl[CH2:2][C:3]([N:5]1[C:11]2[CH:12]=[CH:13][CH:14]=[CH:15][C:10]=2[CH:9]=[CH:8][C:7]2[CH:16]=[CH:17][CH:18]=[C:19]([Cl:20])[C:6]1=2)=[O:4].[C-:21]#[N:22].[Na+]. The catalyst is CN(C=O)C.C(Cl)Cl. The product is [Cl:20][C:19]1[C:6]2[N:5]([C:3](=[O:4])[CH2:2][C:21]#[N:22])[C:11]3[CH:12]=[CH:13][CH:14]=[CH:15][C:10]=3[CH:9]=[CH:8][C:7]=2[CH:16]=[CH:17][CH:18]=1. The yield is 0.820.